This data is from Full USPTO retrosynthesis dataset with 1.9M reactions from patents (1976-2016). The task is: Predict the reactants needed to synthesize the given product. (1) Given the product [CH:42]1([C:41]2[C:36]([O:45][C:46]3[CH:51]=[CH:50][C:49]([C:52]4[N:57]([CH3:58])[C:56](=[O:59])[N:55]([CH2:60][O:61][CH2:62][CH2:63][Si:64]([CH3:67])([CH3:66])[CH3:65])[C:54](=[O:68])[C:53]=4[CH3:69])=[C:48]([CH3:70])[CH:47]=3)=[N:37][CH:38]=[CH:39][CH:40]=2)[CH2:44][CH2:43]1, predict the reactants needed to synthesize it. The reactants are: C(P(C(C)(C)C)C1C(C)=C(C)C(C)=C(C)C=1C1C(C(C)C)=CC(C(C)C)=CC=1C(C)C)(C)(C)C.Cl[C:36]1[C:41]([CH:42]2[CH2:44][CH2:43]2)=[CH:40][CH:39]=[CH:38][N:37]=1.[OH:45][C:46]1[CH:51]=[CH:50][C:49]([C:52]2[N:57]([CH3:58])[C:56](=[O:59])[N:55]([CH2:60][O:61][CH2:62][CH2:63][Si:64]([CH3:67])([CH3:66])[CH3:65])[C:54](=[O:68])[C:53]=2[CH3:69])=[C:48]([CH3:70])[CH:47]=1.C(=O)([O-])[O-].[Cs+].[Cs+]. (2) Given the product [CH3:24][O:25][CH2:26][O:27][C:28]1[C:32](/[CH:33]=[CH:13]/[C:3]2[N:4]=[C:5]([N:7]3[CH2:8][CH2:9][O:10][CH2:11][CH2:12]3)[S:6][C:2]=2[CH3:1])=[CH:31][N:30]([C:35]2[CH:40]=[CH:39][CH:38]=[CH:37][CH:36]=2)[N:29]=1, predict the reactants needed to synthesize it. The reactants are: [CH3:1][C:2]1[S:6][C:5]([N:7]2[CH2:12][CH2:11][O:10][CH2:9][CH2:8]2)=[N:4][C:3]=1[CH2:13]P(=O)(OCC)OCC.[H-].[Na+].[CH3:24][O:25][CH2:26][O:27][C:28]1[C:32]([CH:33]=O)=[CH:31][N:30]([C:35]2[CH:40]=[CH:39][CH:38]=[CH:37][CH:36]=2)[N:29]=1.O. (3) Given the product [F:1][C:2]1[CH:3]=[CH:4][C:5]([C:8]2[S:9][C:10]([C:13]([C:15]3[CH:16]=[CH:17][N:18]=[CH:19][CH:20]=3)=[O:14])=[CH:11][N:12]=2)=[CH:6][CH:7]=1, predict the reactants needed to synthesize it. The reactants are: [F:1][C:2]1[CH:7]=[CH:6][C:5]([C:8]2[S:9][C:10]([CH:13]([C:15]3[CH:20]=[CH:19][N:18]=[CH:17][CH:16]=3)[OH:14])=[CH:11][N:12]=2)=[CH:4][CH:3]=1.CC(OI1(OC(C)=O)(OC(C)=O)OC(=O)C2C=CC=CC1=2)=O.C([O-])(O)=O.[Na+].C(OCC)(=O)C.